The task is: Predict which catalyst facilitates the given reaction.. This data is from Catalyst prediction with 721,799 reactions and 888 catalyst types from USPTO. (1) Reactant: Br[C:2]1[CH:14]=[C:13]([F:15])[CH:12]=[CH:11][C:3]=1[O:4][CH:5]1[CH2:10][CH2:9][CH2:8][CH2:7][O:6]1.CC1(C)C(C)(C)OB([C:24]2[CH:41]=[CH:40][C:27]([O:28][CH2:29][C:30]3[CH:39]=[CH:38][C:37]4[C:32](=[CH:33][CH:34]=[CH:35][CH:36]=4)[N:31]=3)=[CH:26][CH:25]=2)O1.C([O-])([O-])=O.[Na+].[Na+]. Product: [F:15][C:13]1[CH:12]=[CH:11][C:3]([O:4][CH:5]2[CH2:10][CH2:9][CH2:8][CH2:7][O:6]2)=[C:2]([C:24]2[CH:25]=[CH:26][C:27]([O:28][CH2:29][C:30]3[CH:39]=[CH:38][C:37]4[C:32](=[CH:33][CH:34]=[CH:35][CH:36]=4)[N:31]=3)=[CH:40][CH:41]=2)[CH:14]=1. The catalyst class is: 12. (2) Reactant: C([O:3][C:4](=[O:47])[CH2:5][CH2:6][C:7]1[O:8][C:9]2[CH:46]=[CH:45][CH:44]=[CH:43][C:10]=2[C:11]=1[CH2:12][CH:13]1[CH2:17][CH2:16][CH2:15][N:14]1[C:18](=[O:42])[CH:19]([NH:34][C:35]([O:37][C:38]([CH3:41])([CH3:40])[CH3:39])=[O:36])[CH2:20][CH2:21][CH2:22][NH:23][C:24]([O:26][CH2:27][C:28]1[CH:33]=[CH:32][CH:31]=[CH:30][CH:29]=1)=[O:25])C.[OH-].[Na+]. Product: [CH2:27]([O:26][C:24]([NH:23][CH2:22][CH2:21][CH2:20][CH:19]([NH:34][C:35]([O:37][C:38]([CH3:41])([CH3:40])[CH3:39])=[O:36])[C:18]([N:14]1[CH2:15][CH2:16][CH2:17][CH:13]1[CH2:12][C:11]1[C:10]2[CH:43]=[CH:44][CH:45]=[CH:46][C:9]=2[O:8][C:7]=1[CH2:6][CH2:5][C:4]([OH:47])=[O:3])=[O:42])=[O:25])[C:28]1[CH:33]=[CH:32][CH:31]=[CH:30][CH:29]=1. The catalyst class is: 1. (3) Reactant: [CH3:1][O:2][C:3]1[C:8]([N+:9]([O-])=O)=[CH:7][CH:6]=[CH:5][C:4]=1[C:12]1[S:13][C:14]([CH3:17])=[N:15][N:16]=1. Product: [CH3:1][O:2][C:3]1[C:4]([C:12]2[S:13][C:14]([CH3:17])=[N:15][N:16]=2)=[CH:5][CH:6]=[CH:7][C:8]=1[NH2:9]. The catalyst class is: 19. (4) Reactant: C([N:8]1[CH2:13][CH2:12][N:11]([C:14](=[O:32])[CH2:15][NH:16][C:17](=[O:31])[C:18]2[CH:23]=[CH:22][C:21]([O:24][C:25]3[CH:30]=[CH:29][CH:28]=[CH:27][CH:26]=3)=[CH:20][CH:19]=2)[CH2:10][CH2:9]1)C1C=CC=CC=1.[H][H]. Product: [O:32]=[C:14]([N:11]1[CH2:10][CH2:9][NH:8][CH2:13][CH2:12]1)[CH2:15][NH:16][C:17](=[O:31])[C:18]1[CH:19]=[CH:20][C:21]([O:24][C:25]2[CH:30]=[CH:29][CH:28]=[CH:27][CH:26]=2)=[CH:22][CH:23]=1. The catalyst class is: 19. (5) Reactant: [Cl:1][C:2]1[CH:3]=[C:4]2[CH:10]=[C:9]([C:11]([OH:13])=O)[NH:8][C:5]2=[N:6][CH:7]=1.Cl.[NH2:15][C@@H:16]([CH2:25][C:26]1[CH:31]=[CH:30][C:29]([F:32])=[CH:28][CH:27]=1)[C:17]([N:19]1[CH2:23][CH2:22][C@H:21]([OH:24])[CH2:20]1)=[O:18].C1C=CC2N(O)N=NC=2C=1.CCN(C(C)C)C(C)C.CCN=C=NCCCN(C)C. Product: [F:32][C:29]1[CH:30]=[CH:31][C:26]([CH2:25][C@H:16]([NH:15][C:11]([C:9]2[NH:8][C:5]3=[N:6][CH:7]=[C:2]([Cl:1])[CH:3]=[C:4]3[CH:10]=2)=[O:13])[C:17]([N:19]2[CH2:23][CH2:22][CH:21]([OH:24])[CH2:20]2)=[O:18])=[CH:27][CH:28]=1. The catalyst class is: 3.